From a dataset of Forward reaction prediction with 1.9M reactions from USPTO patents (1976-2016). Predict the product of the given reaction. Given the reactants [CH2:1]([O:8][C@H:9]1[CH2:26][CH2:25][C@:24]2([CH3:27])[C@H:11]([CH2:12][CH2:13][C@H:14]3[C@H:23]2[CH2:22][CH2:21][C@:19]2([CH3:20])[C@@H:15]3[CH2:16][C:17](=[CH:28][CH3:29])[CH2:18]2)[CH2:10]1)[C:2]1[CH:7]=[CH:6][CH:5]=[CH:4][CH:3]=1.[OH-].[Na+].OO.CC(C)=[O:36].OS(O)(=O)=O.O=[Cr](=O)=O, predict the reaction product. The product is: [C:28]([C@@H:17]1[CH2:16][C@@H:15]2[C@@H:14]3[C@@H:23]([CH2:22][CH2:21][C@@:19]2([CH3:20])[CH2:18]1)[C@@:24]1([CH3:27])[C@@H:11]([CH2:10][C@@H:9]([O:8][CH2:1][C:2]2[CH:3]=[CH:4][CH:5]=[CH:6][CH:7]=2)[CH2:26][CH2:25]1)[CH2:12][CH2:13]3)(=[O:36])[CH3:29].